This data is from Forward reaction prediction with 1.9M reactions from USPTO patents (1976-2016). The task is: Predict the product of the given reaction. (1) Given the reactants Br[C:2]1[CH:3]=[C:4]2[C:9](=[CH:10][CH:11]=1)[N:8]=[CH:7][C:6]([C:12]([CH:14]1[CH2:16][CH2:15]1)=[O:13])=[C:5]2[NH:17][C@H:18]1[CH2:23][CH2:22][C@@H:21]([N:24]([CH2:27][CH3:28])[CH2:25][CH3:26])[CH2:20][CH2:19]1.[Cl:29][C:30]1[CH:35]=[C:34](B2OC(C)(C)C(C)(C)O2)[CH:33]=[C:32]([O:45][CH3:46])[C:31]=1[OH:47], predict the reaction product. The product is: [Cl:29][C:30]1[CH:35]=[C:34]([C:2]2[CH:3]=[C:4]3[C:9](=[CH:10][CH:11]=2)[N:8]=[CH:7][C:6]([C:12]([CH:14]2[CH2:15][CH2:16]2)=[O:13])=[C:5]3[NH:17][C@H:18]2[CH2:23][CH2:22][C@@H:21]([N:24]([CH2:25][CH3:26])[CH2:27][CH3:28])[CH2:20][CH2:19]2)[CH:33]=[C:32]([O:45][CH3:46])[C:31]=1[OH:47]. (2) The product is: [CH2:7]([C:9]1[CH:10]=[CH:11][C:12]([C:15]2[CH:19]=[C:18]([F:20])[S:17][C:16]=2[CH2:21][O:22][C:23]2[CH:28]=[CH:27][C:26]([CH2:29][CH2:30][CH2:31][OH:32])=[C:25]([F:36])[C:24]=2[F:37])=[CH:13][CH:14]=1)[CH3:8]. Given the reactants [H-].[H-].[H-].[H-].[Li+].[Al+3].[CH2:7]([C:9]1[CH:14]=[CH:13][C:12]([C:15]2[CH:19]=[C:18]([F:20])[S:17][C:16]=2[CH2:21][O:22][C:23]2[CH:28]=[CH:27][C:26]([CH2:29][CH2:30][C:31](OCC)=[O:32])=[C:25]([F:36])[C:24]=2[F:37])=[CH:11][CH:10]=1)[CH3:8], predict the reaction product. (3) Given the reactants [O:1]=[S:2]1(=[O:99])[CH2:7][CH2:6][N:5]([CH2:8][CH2:9][NH:10][C@:11]23[CH2:46][CH2:45][C@@H:44]([C:47](O[C:47]([C@H:44]4[C@@H:12]5[C@@H:13]6[C@@:26]([CH3:29])([CH2:27][CH2:28][C@@:11]5([NH:10][CH2:9][CH2:8][N:5]5[CH2:6][CH2:7][S:2](=[O:1])(=[O:99])[CH2:3][CH2:4]5)[CH2:46][CH2:45]4)[C@@:25]4([CH3:30])[C@@H:16]([C@:17]5([CH3:43])[C@@H:22]([CH2:23][CH2:24]4)[C:21]([CH3:32])([CH3:31])[C:20]([C:33]4[CH:34]=[CH:35][C:36]([C:39]([O:41][CH3:42])=[O:40])=[CH:37][CH:38]=4)=[CH:19][CH2:18]5)[CH2:15][CH2:14]6)=[O:48])=[O:48])[C@@H:12]2[C@@H:13]2[C@@:26]([CH3:29])([CH2:27][CH2:28]3)[C@@:25]3([CH3:30])[C@@H:16]([C@:17]4([CH3:43])[C@@H:22]([CH2:23][CH2:24]3)[C:21]([CH3:32])([CH3:31])[C:20]([C:33]3[CH:38]=[CH:37][C:36]([C:39]([O:41][CH3:42])=[O:40])=[CH:35][CH:34]=3)=[CH:19][CH2:18]4)[CH2:15][CH2:14]2)[CH2:4][CH2:3]1.[BH4-].[Na+].CO, predict the reaction product. The product is: [O:99]=[S:2]1(=[O:1])[CH2:7][CH2:6][N:5]([CH2:8][CH2:9][NH:10][C@:11]23[CH2:46][CH2:45][C@@H:44]([CH2:47][OH:48])[C@@H:12]2[C@@H:13]2[C@@:26]([CH3:29])([CH2:27][CH2:28]3)[C@@:25]3([CH3:30])[C@@H:16]([C@:17]4([CH3:43])[C@@H:22]([CH2:23][CH2:24]3)[C:21]([CH3:32])([CH3:31])[C:20]([C:33]3[CH:38]=[CH:37][C:36]([C:39]([O:41][CH3:42])=[O:40])=[CH:35][CH:34]=3)=[CH:19][CH2:18]4)[CH2:15][CH2:14]2)[CH2:4][CH2:3]1. (4) Given the reactants Br[CH2:2][CH:3]1[CH2:5][CH2:4]1.C(=O)([O-])[O-].[Cs+].[Cs+].[OH:12][C:13]1[CH:18]=[CH:17][C:16]([C:19]2[C:24](=[O:25])[N:23]([CH2:26][C:27]3[CH:32]=[CH:31][C:30]([C:33]4[C:34]([C:39]#[N:40])=[CH:35][CH:36]=[CH:37][CH:38]=4)=[CH:29][CH:28]=3)[C:22]([CH2:41][CH2:42][CH3:43])=[N:21][C:20]=2[CH3:44])=[CH:15][CH:14]=1, predict the reaction product. The product is: [CH:5]1([CH2:4][O:12][C:13]2[CH:14]=[CH:15][C:16]([C:19]3[C:24](=[O:25])[N:23]([CH2:26][C:27]4[CH:32]=[CH:31][C:30]([C:33]5[C:34]([C:39]#[N:40])=[CH:35][CH:36]=[CH:37][CH:38]=5)=[CH:29][CH:28]=4)[C:22]([CH2:41][CH2:42][CH3:43])=[N:21][C:20]=3[CH3:44])=[CH:17][CH:18]=2)[CH2:3][CH2:2]1.